From a dataset of Full USPTO retrosynthesis dataset with 1.9M reactions from patents (1976-2016). Predict the reactants needed to synthesize the given product. (1) The reactants are: C(OC(=O)[NH:7][CH2:8][CH2:9][S:10][C:11]1[CH:16]=[C:15]([C:17]2[C:21]3[CH2:22][N:23]([S:26]([CH3:29])(=[O:28])=[O:27])[CH2:24][CH2:25][C:20]=3[N:19]([CH2:30][CH:31]([OH:45])[CH2:32][N:33]3[CH2:38][CH2:37][CH:36]([N:39]4[CH2:43][CH2:42][CH2:41][C:40]4=[O:44])[CH2:35][CH2:34]3)[N:18]=2)[CH:14]=[CH:13][C:12]=1[C:46]([F:49])([F:48])[F:47])(C)(C)C.FC(F)(F)C(O)=O.C([SiH](CC)CC)C. Given the product [NH2:7][CH2:8][CH2:9][S:10][C:11]1[CH:16]=[C:15]([C:17]2[C:21]3[CH2:22][N:23]([S:26]([CH3:29])(=[O:28])=[O:27])[CH2:24][CH2:25][C:20]=3[N:19]([CH2:30][CH:31]([OH:45])[CH2:32][N:33]3[CH2:34][CH2:35][CH:36]([N:39]4[CH2:43][CH2:42][CH2:41][C:40]4=[O:44])[CH2:37][CH2:38]3)[N:18]=2)[CH:14]=[CH:13][C:12]=1[C:46]([F:49])([F:47])[F:48], predict the reactants needed to synthesize it. (2) Given the product [Cl:1][C:2]1[N:3]=[C:4]([NH:21][C:22]2[CH:34]=[CH:33][C:25]3[O:26][C:27]([CH3:31])([CH3:32])[C:28](=[O:30])[NH:29][C:24]=3[CH:23]=2)[C:5]2[CH:10]=[CH:9][NH:8][C:6]=2[N:7]=1, predict the reactants needed to synthesize it. The reactants are: [Cl:1][C:2]1[N:3]=[C:4](Cl)[C:5]2[CH:10]=[CH:9][NH:8][C:6]=2[N:7]=1.CCN(C(C)C)C(C)C.[NH2:21][C:22]1[CH:34]=[CH:33][C:25]2[O:26][C:27]([CH3:32])([CH3:31])[C:28](=[O:30])[NH:29][C:24]=2[CH:23]=1. (3) Given the product [N:19]1([C:24]2[CH:32]=[CH:31][CH:30]=[CH:29][C:25]=2[C:26]([N:7]2[CH2:6][CH:5]3[CH2:1][N:2]([C:9]4[CH:18]=[N:17][C:16]5[C:11](=[CH:12][CH:13]=[CH:14][CH:15]=5)[N:10]=4)[CH2:3][CH:4]3[CH2:8]2)=[O:27])[CH:23]=[CH:22][CH:21]=[N:20]1, predict the reactants needed to synthesize it. The reactants are: [CH2:1]1[CH:5]2[CH2:6][NH:7][CH2:8][CH:4]2[CH2:3][N:2]1[C:9]1[CH:18]=[N:17][C:16]2[C:11](=[CH:12][CH:13]=[CH:14][CH:15]=2)[N:10]=1.[N:19]1([C:24]2[CH:32]=[CH:31][CH:30]=[CH:29][C:25]=2[C:26](O)=[O:27])[CH:23]=[CH:22][CH:21]=[N:20]1. (4) Given the product [CH2:3]([O:5][C:6]1[CH:11]=[CH:10][CH:9]=[C:8]([C:12]([O:15][CH3:17])([CH3:14])[CH3:13])[CH:7]=1)[CH3:4], predict the reactants needed to synthesize it. The reactants are: [H-].[Na+].[CH2:3]([O:5][C:6]1[CH:7]=[C:8]([C:12]([OH:15])([CH3:14])[CH3:13])[CH:9]=[CH:10][CH:11]=1)[CH3:4].I[CH3:17]. (5) Given the product [Br:18][C:19]1[CH:25]=[CH:24][C:22]([NH:23][C:6]([C:8]2[S:17][C:11]3=[CH:12][N:13]=[CH:14][C:15]([F:16])=[C:10]3[CH:9]=2)=[O:7])=[CH:21][CH:20]=1, predict the reactants needed to synthesize it. The reactants are: C(O[C:6]([C:8]1[S:17][C:11]2=[CH:12][N:13]=[CH:14][C:15]([F:16])=[C:10]2[CH:9]=1)=[O:7])(C)(C)C.[Br:18][C:19]1[CH:25]=[CH:24][C:22]([NH2:23])=[CH:21][CH:20]=1.C[Si]([N-][Si](C)(C)C)(C)C.[Li+]. (6) Given the product [NH:19]1[CH2:20][CH2:21][CH2:22][C@H:17]([O:16][C:15]2[N:14]=[CH:13][N:12]=[C:11]3[N:7]([CH2:6][O:5][CH2:4][CH2:3][Si:2]([CH3:34])([CH3:33])[CH3:1])[N:8]=[CH:9][C:10]=23)[CH2:18]1, predict the reactants needed to synthesize it. The reactants are: [CH3:1][Si:2]([CH3:34])([CH3:33])[CH2:3][CH2:4][O:5][CH2:6][N:7]1[C:11]2=[N:12][CH:13]=[N:14][C:15]([O:16][C@H:17]3[CH2:22][CH2:21][CH2:20][N:19](C(OCC4C=CC=CC=4)=O)[CH2:18]3)=[C:10]2[CH:9]=[N:8]1. (7) Given the product [C:7]([O:11][C:12](=[O:24])[NH:13][C:14]1[CH:15]=[N:16][C:17]([C:20](=[O:23])[CH2:21][O:38][C:27]2[CH:28]=[N:29][C:30]3[C:35]([C:26]=2[NH2:25])=[N:34][C:33]([O:36][CH3:37])=[CH:32][CH:31]=3)=[CH:18][CH:19]=1)([CH3:10])([CH3:9])[CH3:8], predict the reactants needed to synthesize it. The reactants are: C(=O)([O-])[O-].[K+].[K+].[C:7]([O:11][C:12](=[O:24])[NH:13][C:14]1[CH:15]=[N:16][C:17]([C:20](=[O:23])[CH2:21]Br)=[CH:18][CH:19]=1)([CH3:10])([CH3:9])[CH3:8].[NH2:25][C:26]1[C:35]2[C:30](=[CH:31][CH:32]=[C:33]([O:36][CH3:37])[N:34]=2)[N:29]=[CH:28][C:27]=1[OH:38].ClCCl.